Dataset: Peptide-MHC class I binding affinity with 185,985 pairs from IEDB/IMGT. Task: Regression. Given a peptide amino acid sequence and an MHC pseudo amino acid sequence, predict their binding affinity value. This is MHC class I binding data. (1) The peptide sequence is WQFGPSTYY. The MHC is HLA-B08:03 with pseudo-sequence HLA-B08:03. The binding affinity (normalized) is 0.0847. (2) The peptide sequence is RVISDGYFK. The MHC is HLA-B27:05 with pseudo-sequence HLA-B27:05. The binding affinity (normalized) is 0.179. (3) The peptide sequence is GTFSAPLPI. The MHC is Patr-A0401 with pseudo-sequence Patr-A0401. The binding affinity (normalized) is 0. (4) The peptide sequence is YTLFQQTGR. The MHC is HLA-A68:01 with pseudo-sequence HLA-A68:01. The binding affinity (normalized) is 1.00. (5) The peptide sequence is FPLWNTEKI. The MHC is HLA-A03:01 with pseudo-sequence HLA-A03:01. The binding affinity (normalized) is 0.0847. (6) The peptide sequence is SSMLNIMNRR. The MHC is HLA-A11:01 with pseudo-sequence HLA-A11:01. The binding affinity (normalized) is 0.429.